Predict the reaction yield, written as a fraction of the theoretical maximum amount of product (1.0 means a 100% yield; for example, 0.34 means a 34% yield). From a dataset of Buchwald-Hartwig C-N cross coupling reaction yields with 55,370 reactions. (1) No catalyst specified. The yield is 0.417. The reactants are FC(F)(F)c1ccc(I)cc1.Cc1ccc(N)cc1.O=S(=O)(O[Pd]1c2ccccc2-c2ccccc2N~1)C(F)(F)F.COc1ccc(OC)c(P(C(C)(C)C)C(C)(C)C)c1-c1c(C(C)C)cc(C(C)C)cc1C(C)C.CN1CCCN2CCCN=C12.c1ccc(CN(Cc2ccccc2)c2ccon2)cc1. The product is Cc1ccc(Nc2ccc(C(F)(F)F)cc2)cc1. (2) The reactants are Clc1cccnc1.Cc1ccc(N)cc1.O=S(=O)(O[Pd]1c2ccccc2-c2ccccc2N~1)C(F)(F)F.COc1ccc(OC)c(P([C@]23C[C@H]4C[C@H](C[C@H](C4)C2)C3)[C@]23C[C@H]4C[C@H](C[C@H](C4)C2)C3)c1-c1c(C(C)C)cc(C(C)C)cc1C(C)C.CN1CCCN2CCCN=C12.Cc1cc(C)on1. No catalyst specified. The product is Cc1ccc(Nc2cccnc2)cc1. The yield is 0.118. (3) The reactants are CCc1ccc(Cl)cc1.Cc1ccc(N)cc1.O=S(=O)(O[Pd]1c2ccccc2-c2ccccc2N~1)C(F)(F)F.COc1ccc(OC)c(P(C(C)(C)C)C(C)(C)C)c1-c1c(C(C)C)cc(C(C)C)cc1C(C)C.CN1CCCN2CCCN=C12.Cc1ccno1. No catalyst specified. The product is CCc1ccc(Nc2ccc(C)cc2)cc1. The yield is 0.0569. (4) The reactants are Ic1cccnc1.Cc1ccc(N)cc1.O=S(=O)(O[Pd]1c2ccccc2-c2ccccc2N~1)C(F)(F)F.COc1ccc(OC)c(P(C(C)(C)C)C(C)(C)C)c1-c1c(C(C)C)cc(C(C)C)cc1C(C)C.CN(C)C(=NC(C)(C)C)N(C)C.Cc1cc(-n2cccc2)no1. No catalyst specified. The product is Cc1ccc(Nc2cccnc2)cc1. The yield is 0.605. (5) The reactants are COc1ccc(Br)cc1.Cc1ccc(N)cc1.O=S(=O)(O[Pd]1c2ccccc2-c2ccccc2N~1)C(F)(F)F.CC(C)c1cc(C(C)C)c(-c2ccccc2P(C(C)(C)C)C(C)(C)C)c(C(C)C)c1.CN(C)C(=NC(C)(C)C)N(C)C.COC(=O)c1cc(-c2cccs2)on1. No catalyst specified. The product is COc1ccc(Nc2ccc(C)cc2)cc1. The yield is 0.371. (6) The reactants are Clc1cccnc1.Cc1ccc(N)cc1.O=S(=O)(O[Pd]1c2ccccc2-c2ccccc2N~1)C(F)(F)F.CC(C)c1cc(C(C)C)c(-c2ccccc2P(C(C)(C)C)C(C)(C)C)c(C(C)C)c1.CCN=P(N=P(N(C)C)(N(C)C)N(C)C)(N(C)C)N(C)C.CCOC(=O)c1ccon1. No catalyst specified. The product is Cc1ccc(Nc2cccnc2)cc1. The yield is 0.